Dataset: NCI-60 drug combinations with 297,098 pairs across 59 cell lines. Task: Regression. Given two drug SMILES strings and cell line genomic features, predict the synergy score measuring deviation from expected non-interaction effect. (1) Drug 1: CCC1=CC2CC(C3=C(CN(C2)C1)C4=CC=CC=C4N3)(C5=C(C=C6C(=C5)C78CCN9C7C(C=CC9)(C(C(C8N6C)(C(=O)OC)O)OC(=O)C)CC)OC)C(=O)OC.C(C(C(=O)O)O)(C(=O)O)O. Cell line: HOP-62. Synergy scores: CSS=16.4, Synergy_ZIP=0.669, Synergy_Bliss=1.14, Synergy_Loewe=-3.58, Synergy_HSA=1.72. Drug 2: CC1=C(C=C(C=C1)C(=O)NC2=CC(=CC(=C2)C(F)(F)F)N3C=C(N=C3)C)NC4=NC=CC(=N4)C5=CN=CC=C5. (2) Drug 1: CC(CN1CC(=O)NC(=O)C1)N2CC(=O)NC(=O)C2. Drug 2: CC1CCCC2(C(O2)CC(NC(=O)CC(C(C(=O)C(C1O)C)(C)C)O)C(=CC3=CSC(=N3)C)C)C. Cell line: RPMI-8226. Synergy scores: CSS=13.7, Synergy_ZIP=-4.53, Synergy_Bliss=-6.95, Synergy_Loewe=-10.2, Synergy_HSA=-9.89. (3) Drug 1: CC1OCC2C(O1)C(C(C(O2)OC3C4COC(=O)C4C(C5=CC6=C(C=C35)OCO6)C7=CC(=C(C(=C7)OC)O)OC)O)O. Drug 2: CCC1(CC2CC(C3=C(CCN(C2)C1)C4=CC=CC=C4N3)(C5=C(C=C6C(=C5)C78CCN9C7C(C=CC9)(C(C(C8N6C=O)(C(=O)OC)O)OC(=O)C)CC)OC)C(=O)OC)O.OS(=O)(=O)O. Cell line: LOX IMVI. Synergy scores: CSS=29.1, Synergy_ZIP=-3.08, Synergy_Bliss=-3.56, Synergy_Loewe=-0.694, Synergy_HSA=1.16. (4) Drug 1: C(=O)(N)NO. Drug 2: CN(CC1=CN=C2C(=N1)C(=NC(=N2)N)N)C3=CC=C(C=C3)C(=O)NC(CCC(=O)O)C(=O)O. Cell line: SK-MEL-5. Synergy scores: CSS=16.2, Synergy_ZIP=-0.650, Synergy_Bliss=-0.765, Synergy_Loewe=-46.2, Synergy_HSA=-1.18. (5) Synergy scores: CSS=9.07, Synergy_ZIP=-8.00, Synergy_Bliss=-1.79, Synergy_Loewe=-2.89, Synergy_HSA=-0.196. Drug 2: CC1=C(C(=O)C2=C(C1=O)N3CC4C(C3(C2COC(=O)N)OC)N4)N. Cell line: NCI/ADR-RES. Drug 1: CC1=C2C(C(=O)C3(C(CC4C(C3C(C(C2(C)C)(CC1OC(=O)C(C(C5=CC=CC=C5)NC(=O)OC(C)(C)C)O)O)OC(=O)C6=CC=CC=C6)(CO4)OC(=O)C)O)C)O.